This data is from Catalyst prediction with 721,799 reactions and 888 catalyst types from USPTO. The task is: Predict which catalyst facilitates the given reaction. (1) Reactant: [C:1]([C:9]1[C:10]([NH:16]C(=O)C(C)(C)C)=[N:11][CH:12]=[C:13]([Cl:15])[CH:14]=1)(=[O:8])[C:2]1[CH:7]=[CH:6][CH:5]=[CH:4][CH:3]=1.Cl. Product: [NH2:16][C:10]1[C:9]([C:1]([C:2]2[CH:7]=[CH:6][CH:5]=[CH:4][CH:3]=2)=[O:8])=[CH:14][C:13]([Cl:15])=[CH:12][N:11]=1. The catalyst class is: 12. (2) Reactant: [NH3:1].[F:2][C:3]1[CH:10]=[C:9]([O:11][CH3:12])[CH:8]=[C:7](F)[C:4]=1[C:5]#[N:6]. Product: [NH2:1][C:7]1[CH:8]=[C:9]([O:11][CH3:12])[CH:10]=[C:3]([F:2])[C:4]=1[C:5]#[N:6]. The catalyst class is: 16. (3) Reactant: [NH:1]1[CH2:6][CH2:5][CH2:4][CH2:3][CH:2]1[C:7]([O:9][CH2:10][CH3:11])=[O:8].C(N(CC)CC)C.[N+:19]([C:22]1[CH:23]=[C:24]([S:28](Cl)(=[O:30])=[O:29])[CH:25]=[CH:26][CH:27]=1)([O-:21])=[O:20]. Product: [N+:19]([C:22]1[CH:23]=[C:24]([S:28]([N:1]2[CH2:6][CH2:5][CH2:4][CH2:3][CH:2]2[C:7]([O:9][CH2:10][CH3:11])=[O:8])(=[O:30])=[O:29])[CH:25]=[CH:26][CH:27]=1)([O-:21])=[O:20]. The catalyst class is: 3. (4) The catalyst class is: 1. Product: [C:1]([C:3]1[CH:4]=[C:5]([NH:9][C:10]([NH:16][CH:14]([CH3:15])[C:13]([CH3:18])([CH3:17])[CH3:12])=[S:11])[CH:6]=[CH:7][CH:8]=1)#[N:2]. Reactant: [C:1]([C:3]1[CH:4]=[C:5]([N:9]=[C:10]=[S:11])[CH:6]=[CH:7][CH:8]=1)#[N:2].[CH3:12][C:13]([CH3:18])([CH3:17])[CH:14]([NH2:16])[CH3:15]. (5) Reactant: [Cl:1][C:2]1[CH:3]=[C:4](CC#N)[CH:5]=[C:6]([CH3:9])[C:7]=1[OH:8].CO[CH2:15][CH2:16][O:17]C.[OH-:19].[K+]. Product: [Cl:1][C:2]1[CH:3]=[C:4]([CH2:15][C:16]([OH:17])=[O:19])[CH:5]=[C:6]([CH3:9])[C:7]=1[OH:8]. The catalyst class is: 6. (6) Reactant: [F:1][C:2]1[N:6]([CH3:7])[N:5]=[C:4]([CH3:8])[C:3]=1[C:9](Cl)=[O:10].[C:12]12([CH:22]([NH:24][CH:25]3[CH2:27][CH2:26]3)[CH3:23])[CH2:21][CH:16]3[CH2:17][CH:18]([CH2:20][CH:14]([CH2:15]3)[CH2:13]1)[CH2:19]2.C(N(CC)CC)C.O. Product: [C:12]12([CH:22]([N:24]([CH:25]3[CH2:27][CH2:26]3)[C:9]([C:3]3[C:4]([CH3:8])=[N:5][N:6]([CH3:7])[C:2]=3[F:1])=[O:10])[CH3:23])[CH2:21][CH:16]3[CH2:17][CH:18]([CH2:20][CH:14]([CH2:15]3)[CH2:13]1)[CH2:19]2. The catalyst class is: 10.